This data is from Forward reaction prediction with 1.9M reactions from USPTO patents (1976-2016). The task is: Predict the product of the given reaction. Given the reactants [N+:1]([C:4]1[CH:9]=[CH:8][C:7]([F:10])=[CH:6][C:5]=1[OH:11])([O-:3])=[O:2].Br[C:13]([F:20])([F:19])[C:14]([N:16]([CH3:18])[CH3:17])=[O:15].C([O-])([O-])=O.[Na+].[Na+].O, predict the reaction product. The product is: [F:19][C:13]([F:20])([O:11][C:5]1[CH:6]=[C:7]([F:10])[CH:8]=[CH:9][C:4]=1[N+:1]([O-:3])=[O:2])[C:14]([N:16]([CH3:18])[CH3:17])=[O:15].